This data is from Reaction yield outcomes from USPTO patents with 853,638 reactions. The task is: Predict the reaction yield, written as a fraction of the theoretical maximum amount of product (1.0 means a 100% yield; for example, 0.34 means a 34% yield). (1) The reactants are C[O:2][CH:3](Cl)Cl.Cl[Sn](Cl)(Cl)Cl.[F:11][C:12]1[C:21]2[C:16](=[CH:17][CH:18]=[CH:19][CH:20]=2)[CH:15]=[CH:14][CH:13]=1. The catalyst is C(Cl)Cl. The product is [F:11][C:12]1[C:21]2[C:16](=[CH:17][CH:18]=[CH:19][CH:20]=2)[C:15]([CH:3]=[O:2])=[CH:14][CH:13]=1. The yield is 0.870. (2) The reactants are Cl.[NH2:2][C:3]([NH2:5])=[NH:4].CC[O-].[Na+].[CH2:10]([CH:13]([C:19](OCC)=[O:20])[C:14](OCC)=[O:15])[CH:11]=[CH2:12]. The catalyst is CCO. The product is [CH2:10]([C:13]1[C:19]([OH:20])=[N:4][C:3]([NH2:5])=[N:2][C:14]=1[OH:15])[CH:11]=[CH2:12]. The yield is 0.620. (3) The reactants are Br[C:2]1[CH:10]=[CH:9][CH:8]=[C:7]2[C:3]=1[C:4]1([C:25]3=[CH:26][C:27]4[O:31][CH2:30][O:29][C:28]=4[CH:32]=[C:24]3[O:23][CH2:22]1)[C:5](=[O:21])[N:6]2[CH2:11][C:12]1[O:13][C:14]([C:17]([F:20])([F:19])[F:18])=[CH:15][CH:16]=1.[Cl-].[Li+].[CH3:35][Sn](C)(C)C. The catalyst is C1C=CC(/C=C/C(/C=C/C2C=CC=CC=2)=O)=CC=1.C1C=CC(/C=C/C(/C=C/C2C=CC=CC=2)=O)=CC=1.C1C=CC(/C=C/C(/C=C/C2C=CC=CC=2)=O)=CC=1.[Pd].[Pd].CN1CCCC1=O. The product is [CH3:35][C:2]1[CH:10]=[CH:9][CH:8]=[C:7]2[C:3]=1[C:4]1([C:25]3=[CH:26][C:27]4[O:31][CH2:30][O:29][C:28]=4[CH:32]=[C:24]3[O:23][CH2:22]1)[C:5](=[O:21])[N:6]2[CH2:11][C:12]1[O:13][C:14]([C:17]([F:19])([F:18])[F:20])=[CH:15][CH:16]=1. The yield is 0.160. (4) The reactants are Cl[C:2]1[C:3](=[O:16])[NH:4][C:5]2[C:10]([N:11]=1)=[CH:9][C:8]([C:12]([O:14][CH3:15])=[O:13])=[CH:7][CH:6]=2.CC[N:19]([CH:23]([CH3:25])[CH3:24])[CH:20]([CH3:22])C.Cl.C[C@@H]1CCCN1. The catalyst is CS(C)=O. The product is [CH3:25][C@@H:23]1[CH2:24][CH2:22][CH2:20][N:19]1[C:2]1[C:3](=[O:16])[NH:4][C:5]2[C:10]([N:11]=1)=[CH:9][C:8]([C:12]([O:14][CH3:15])=[O:13])=[CH:7][CH:6]=2. The yield is 0.720. (5) The reactants are Cl[C:2]1[N:10]=[C:9](Cl)[CH:8]=[CH:7][C:3]=1[C:4]([NH2:6])=[O:5].[N:12]1([CH2:17][CH2:18][C:19]2[CH:25]=[CH:24][C:22]([NH2:23])=[CH:21][CH:20]=2)[CH2:16][CH2:15][CH2:14][CH2:13]1.[NH:26]1[CH2:31][CH2:30][CH2:29][C@@H:28]([NH:32][C:33](=[O:39])OC(C)(C)C)[CH2:27]1.[C:40](O)(=O)[CH:41]=C. No catalyst specified. The product is [C:33]([NH:32][C@@H:28]1[CH2:29][CH2:30][CH2:31][N:26]([C:9]2[CH:8]=[CH:7][C:3]([C:4]([NH2:6])=[O:5])=[C:2]([NH:23][C:22]3[CH:21]=[CH:20][C:19]([CH2:18][CH2:17][N:12]4[CH2:16][CH2:15][CH2:14][CH2:13]4)=[CH:25][CH:24]=3)[N:10]=2)[CH2:27]1)(=[O:39])[CH:40]=[CH2:41]. The yield is 0.440. (6) The reactants are [C:1](Cl)(=[O:4])[CH:2]=[CH2:3].[NH2:6][C:7]1[C:8]([N:33]2[CH2:38][CH2:37][N:36]([CH3:39])[CH2:35][CH2:34]2)=[CH:9][C:10]([O:31][CH3:32])=[C:11]([NH:13][C:14]2[N:19]=[C:18]([C:20]3[CH:21]=[N:22][N:23]4[CH:28]=[CH:27][CH:26]=[CH:25][C:24]=34)[C:17]([C:29]#[N:30])=[CH:16][N:15]=2)[CH:12]=1.CCN(C(C)C)C(C)C. The catalyst is C(Cl)Cl. The product is [C:29]([C:17]1[C:18]([C:20]2[CH:21]=[N:22][N:23]3[CH:28]=[CH:27][CH:26]=[CH:25][C:24]=23)=[N:19][C:14]([NH:13][C:11]2[C:10]([O:31][CH3:32])=[CH:9][C:8]([N:33]3[CH2:38][CH2:37][N:36]([CH3:39])[CH2:35][CH2:34]3)=[C:7]([NH:6][C:1](=[O:4])[CH:2]=[CH2:3])[CH:12]=2)=[N:15][CH:16]=1)#[N:30]. The yield is 0.690. (7) The reactants are [CH2:1]([O:8][C:9]([C:11]1[CH:16]([C:17]2[CH:22]=[CH:21][C:20]([F:23])=[C:19]([F:24])[CH:18]=2)[NH:15][C:14]([O:25][CH3:26])=[N:13][C:12]=1[CH2:27][CH3:28])=[O:10])[C:2]1[CH:7]=[CH:6][CH:5]=[CH:4][CH:3]=1.Cl[C:30]([O:32][C:33]1[CH:38]=[CH:37][C:36]([N+:39]([O-:41])=[O:40])=[CH:35][CH:34]=1)=[O:31]. The catalyst is CN(C)C1C=CN=CC=1.C(Cl)Cl. The product is [CH2:1]([O:8][C:9]([C:11]1[CH:16]([C:17]2[CH:22]=[CH:21][C:20]([F:23])=[C:19]([F:24])[CH:18]=2)[N:15]([C:30]([O:32][C:33]2[CH:34]=[CH:35][C:36]([N+:39]([O-:41])=[O:40])=[CH:37][CH:38]=2)=[O:31])[C:14]([O:25][CH3:26])=[N:13][C:12]=1[CH2:27][CH3:28])=[O:10])[C:2]1[CH:7]=[CH:6][CH:5]=[CH:4][CH:3]=1. The yield is 0.760. (8) The reactants are [F:1][C:2]([F:26])([F:25])[C:3]1[CH:24]=[CH:23][C:6]([CH2:7][O:8][N:9]=[C:10]([C:13]2[CH:18]=[CH:17][C:16]([NH:19]C(=O)C)=[CH:15][CH:14]=2)[CH2:11][CH3:12])=[CH:5][CH:4]=1.[OH-].[K+]. The catalyst is C(O)C.O. The product is [F:1][C:2]([F:25])([F:26])[C:3]1[CH:24]=[CH:23][C:6]([CH2:7][O:8][N:9]=[C:10]([C:13]2[CH:18]=[CH:17][C:16]([NH2:19])=[CH:15][CH:14]=2)[CH2:11][CH3:12])=[CH:5][CH:4]=1. The yield is 0.840. (9) The catalyst is C1C=CC([P]([Pd]([P](C2C=CC=CC=2)(C2C=CC=CC=2)C2C=CC=CC=2)([P](C2C=CC=CC=2)(C2C=CC=CC=2)C2C=CC=CC=2)[P](C2C=CC=CC=2)(C2C=CC=CC=2)C2C=CC=CC=2)(C2C=CC=CC=2)C2C=CC=CC=2)=CC=1. The yield is 0.650. The reactants are Br[C:2]1[CH:3]=[C:4]([Cl:20])[C:5]([CH2:8][N:9]2[C:17](=[O:18])[C:16]3[C:11](=[CH:12][CH:13]=[CH:14][CH:15]=3)[C:10]2=[O:19])=[N:6][CH:7]=1.C([O-])([O-])=O.[K+].[K+].[C:27]1(C)C=CC=C[CH:28]=1. The product is [Cl:20][C:4]1[C:5]([CH2:8][N:9]2[C:17](=[O:18])[C:16]3[C:11](=[CH:12][CH:13]=[CH:14][CH:15]=3)[C:10]2=[O:19])=[N:6][CH:7]=[C:2]([CH:27]=[CH2:28])[CH:3]=1. (10) The reactants are [S:1]1[C:5](CO)=[CH:4][CH:3]=[C:2]1[CH2:8]O.S(Cl)([Cl:12])=O.[CH:14]([Cl:17])(Cl)Cl. The catalyst is CN(C)C=O. The product is [Cl:12][CH2:8][C:2]1[S:1][C:5]([CH2:14][Cl:17])=[CH:4][CH:3]=1. The yield is 0.490.